Dataset: Forward reaction prediction with 1.9M reactions from USPTO patents (1976-2016). Task: Predict the product of the given reaction. (1) Given the reactants [F:1][C:2]1[CH:10]=[CH:9][CH:8]=[C:7]2[C:3]=1[CH2:4][CH2:5][N:6]2[C:11](=[O:21])[CH2:12][C:13]1[NH:18][C:17](=[O:19])[CH:16]=[C:15](Cl)[N:14]=1.[N:22]1[CH:27]=[CH:26][C:25](B2OC(C)(C)C(C)(C)O2)=[CH:24][CH:23]=1.C(=O)([O-])[O-].[Cs+].[Cs+].CO, predict the reaction product. The product is: [F:1][C:2]1[CH:10]=[CH:9][CH:8]=[C:7]2[C:3]=1[CH2:4][CH2:5][N:6]2[C:11](=[O:21])[CH2:12][C:13]1[NH:18][C:17](=[O:19])[CH:16]=[C:15]([C:25]2[CH:26]=[CH:27][N:22]=[CH:23][CH:24]=2)[N:14]=1. (2) Given the reactants [C:1]([N:9]1[CH2:14][CH2:13][N:12]([C:15]2[C:16]([C:29]3[CH:34]=[CH:33][C:32]([F:35])=[CH:31][CH:30]=3)=[N:17][C:18]3[C:23]([N:24]=2)=[CH:22][C:21]([C:25]([O:27]C)=[O:26])=[CH:20][CH:19]=3)[CH2:11][CH2:10]1)(=[O:8])[C:2]1[CH:7]=[CH:6][CH:5]=[CH:4][CH:3]=1.[OH-].[Na+], predict the reaction product. The product is: [C:1]([N:9]1[CH2:14][CH2:13][N:12]([C:15]2[C:16]([C:29]3[CH:30]=[CH:31][C:32]([F:35])=[CH:33][CH:34]=3)=[N:17][C:18]3[C:23]([N:24]=2)=[CH:22][C:21]([C:25]([OH:27])=[O:26])=[CH:20][CH:19]=3)[CH2:11][CH2:10]1)(=[O:8])[C:2]1[CH:7]=[CH:6][CH:5]=[CH:4][CH:3]=1. (3) Given the reactants Br[C:2]1[CH:7]=[CH:6][C:5]([C:8]([F:11])([F:10])[F:9])=[CH:4][CH:3]=1.[N:12]1([C:18]([O:20][C:21]([CH3:24])([CH3:23])[CH3:22])=[O:19])[CH2:17][CH2:16][NH:15][CH2:14][CH2:13]1.CC(C)([O-])C.[Na+].C(OCC)(=O)C, predict the reaction product. The product is: [F:9][C:8]([F:11])([F:10])[C:5]1[CH:6]=[CH:7][C:2]([N:15]2[CH2:14][CH2:13][N:12]([C:18]([O:20][C:21]([CH3:24])([CH3:23])[CH3:22])=[O:19])[CH2:17][CH2:16]2)=[CH:3][CH:4]=1. (4) Given the reactants [Cl:1][C:2]1[N:7]=[N:6][C:5]([NH2:8])=[CH:4][CH:3]=1.Br[CH2:10][C:11](OC)(OC)[CH3:12], predict the reaction product. The product is: [Cl:1][C:2]1[CH:3]=[CH:4][C:5]2[N:6]([CH:10]=[C:11]([CH3:12])[N:8]=2)[N:7]=1. (5) Given the reactants [C:1]1(B(O)O)[CH:6]=[CH:5][CH:4]=[CH:3][CH:2]=1.C(=O)([O-])[O-].[K+].[K+].[CH3:16][O:17][C:18](=[O:34])[C:19]1[CH:24]=[CH:23][C:22](OS(C(F)(F)F)(=O)=O)=[C:21]([Cl:33])[CH:20]=1.C(=O)(O)[O-].[Na+], predict the reaction product. The product is: [CH3:16][O:17][C:18]([C:19]1[CH:24]=[CH:23][C:22]([C:1]2[CH:6]=[CH:5][CH:4]=[CH:3][CH:2]=2)=[C:21]([Cl:33])[CH:20]=1)=[O:34]. (6) Given the reactants [H-].[Na+].O1CCOCC1.[Br:9][C:10]1[C:11]([NH2:16])=[N:12][CH:13]=[CH:14][CH:15]=1.[N:17]([C:20]1[CH:25]=[CH:24][C:23]([O:26][CH3:27])=[CH:22][CH:21]=1)=[C:18]=[S:19], predict the reaction product. The product is: [Br:9][C:10]1[C:11]([NH:16][C:18]([NH:17][C:20]2[CH:25]=[CH:24][C:23]([O:26][CH3:27])=[CH:22][CH:21]=2)=[S:19])=[N:12][CH:13]=[CH:14][CH:15]=1. (7) Given the reactants [Br:1][C:2]1[C:6]2[CH:7]=[C:8]([O:11][CH3:12])[CH:9]=[CH:10][C:5]=2[O:4][C:3]=1[C:13](N(OC)C)=[O:14].[H-].[Al+3].[Li+].[H-].[H-].[H-].Cl, predict the reaction product. The product is: [Br:1][C:2]1[C:6]2[CH:7]=[C:8]([O:11][CH3:12])[CH:9]=[CH:10][C:5]=2[O:4][C:3]=1[CH:13]=[O:14]. (8) Given the reactants [F:1][C:2]1[CH:3]=[C:4]([NH2:8])[CH:5]=[CH:6][CH:7]=1.C(N(CC)CC)C.[C:16]([O:19][C:20]1[C:21](=[CH:25][CH:26]=[CH:27][CH:28]=1)[C:22](Cl)=[O:23])(=[O:18])[CH3:17], predict the reaction product. The product is: [C:16]([O:19][C:20]1[CH:28]=[CH:27][CH:26]=[CH:25][C:21]=1[C:22](=[O:23])[NH:8][C:4]1[CH:5]=[CH:6][CH:7]=[C:2]([F:1])[CH:3]=1)(=[O:18])[CH3:17].